This data is from Reaction yield outcomes from USPTO patents with 853,638 reactions. The task is: Predict the reaction yield, written as a fraction of the theoretical maximum amount of product (1.0 means a 100% yield; for example, 0.34 means a 34% yield). (1) The yield is 0.610. The product is [CH3:14][N:12]([CH3:13])[S:9]([C:4]1[CH:5]=[CH:6][CH:7]=[CH:8][C:3]=1[CH2:2][C:15]1[C:23]2[C:22](=[O:24])[CH2:21][C:20]([CH3:25])([CH3:26])[CH2:19][C:18]=2[NH:17][C:16]=1[CH3:27])(=[O:11])=[O:10]. The reactants are O[CH:2]([C:15]1[C:23]2[C:22](=[O:24])[CH2:21][C:20]([CH3:26])([CH3:25])[CH2:19][C:18]=2[NH:17][C:16]=1[CH3:27])[C:3]1[CH:8]=[CH:7][CH:6]=[CH:5][C:4]=1[S:9]([N:12]([CH3:14])[CH3:13])(=[O:11])=[O:10].FC(F)(F)S(O[Si](C)(C)C)(=O)=O.C([SiH](CC)CC)C. The catalyst is ClCCl. (2) The reactants are [Cl:1][C:2]1[CH:7]=[CH:6][C:5]([S:8]([CH:11]2[CH2:16][CH2:15][NH:14][CH2:13][CH2:12]2)(=[O:10])=[O:9])=[CH:4][CH:3]=1.[Cl:17][C:18]1[CH:19]=[N:20][CH:21]=[C:22]([Cl:25])[C:23]=1Cl.CCN(C(C)C)C(C)C. The catalyst is O1CCOCC1. The product is [Cl:17][C:18]1[CH:19]=[N:20][CH:21]=[C:22]([Cl:25])[C:23]=1[N:14]1[CH2:15][CH2:16][CH:11]([S:8]([C:5]2[CH:4]=[CH:3][C:2]([Cl:1])=[CH:7][CH:6]=2)(=[O:9])=[O:10])[CH2:12][CH2:13]1. The yield is 0.330. (3) The reactants are [C:1]1([N:7]=[C:8]=[O:9])[CH:6]=[CH:5][CH:4]=[CH:3][CH:2]=1.C[O:11][C:12](=O)[C:13]1[CH:18]=[CH:17][CH:16]=[N:15][C:14]=1[NH2:19]. The catalyst is N1C=CC=CC=1. The product is [C:1]1([N:7]2[C:12](=[O:11])[C:13]3[CH:18]=[CH:17][CH:16]=[N:15][C:14]=3[NH:19][C:8]2=[O:9])[CH:6]=[CH:5][CH:4]=[CH:3][CH:2]=1. The yield is 0.610.